This data is from HIV replication inhibition screening data with 41,000+ compounds from the AIDS Antiviral Screen. The task is: Binary Classification. Given a drug SMILES string, predict its activity (active/inactive) in a high-throughput screening assay against a specified biological target. (1) The drug is N#Cc1c(Cl)cc(C#N)n2c1nc1ccccc12. The result is 0 (inactive). (2) The molecule is CC(C)(C)[Si](C)(C)OCCCCC1CC2(S(=O)(=O)C3=CC=C=C=C3)ON1CC2S(=O)(=O)c1ccccc1. The result is 0 (inactive). (3) The result is 0 (inactive). The molecule is N#CC1(OC2CCCCO2)Cc2ccccc2C1. (4) The molecule is CC(C)C(=O)C=Cc1ccc(Cl)cc1. The result is 0 (inactive). (5) The result is 0 (inactive). The drug is Cc1ccc(-c2c(C#N)c(-c3ccccc3)n(NS(=O)(=O)c3ccccc3)c(=O)c2C#N)cc1. (6) The drug is CC(C)CC[Ge](CCC(C)C)(CCC(C)C)CCC(C)C. The result is 0 (inactive). (7) The compound is COc1ccc(CCNC(=O)Cc2cc(OC)c(OC)cc2CO)cc1OC. The result is 0 (inactive).